Dataset: NCI-60 drug combinations with 297,098 pairs across 59 cell lines. Task: Regression. Given two drug SMILES strings and cell line genomic features, predict the synergy score measuring deviation from expected non-interaction effect. (1) Drug 1: CC1=CC=C(C=C1)C2=CC(=NN2C3=CC=C(C=C3)S(=O)(=O)N)C(F)(F)F. Drug 2: C1C(C(OC1N2C=NC3=C(N=C(N=C32)Cl)N)CO)O. Cell line: A549. Synergy scores: CSS=29.5, Synergy_ZIP=-0.957, Synergy_Bliss=-2.27, Synergy_Loewe=-18.6, Synergy_HSA=-3.09. (2) Drug 1: C1C(C(OC1N2C=C(C(=O)NC2=O)F)CO)O. Drug 2: CCC1(C2=C(COC1=O)C(=O)N3CC4=CC5=C(C=CC(=C5CN(C)C)O)N=C4C3=C2)O.Cl. Cell line: CCRF-CEM. Synergy scores: CSS=86.5, Synergy_ZIP=2.13, Synergy_Bliss=2.11, Synergy_Loewe=1.26, Synergy_HSA=4.17. (3) Synergy scores: CSS=14.4, Synergy_ZIP=-5.87, Synergy_Bliss=-2.05, Synergy_Loewe=-10.6, Synergy_HSA=-2.61. Drug 1: CNC(=O)C1=CC=CC=C1SC2=CC3=C(C=C2)C(=NN3)C=CC4=CC=CC=N4. Cell line: UACC-257. Drug 2: C1C(C(OC1N2C=C(C(=O)NC2=O)F)CO)O.